The task is: Predict the reactants needed to synthesize the given product.. This data is from Full USPTO retrosynthesis dataset with 1.9M reactions from patents (1976-2016). Given the product [Cl:1][C:2]1[CH:7]=[C:6]([Cl:8])[CH:5]=[CH:4][C:3]=1[C:9]1[C:29](=[O:30])[N:28]([CH3:31])[C:12]2[N:13]([CH3:27])[C:14]3[C:19]([C:11]=2[CH:10]=1)=[CH:18][C:17]([C:20]1[N:21]=[C:22]([CH:25]=[O:26])[S:23][CH:24]=1)=[CH:16][CH:15]=3, predict the reactants needed to synthesize it. The reactants are: [Cl:1][C:2]1[CH:7]=[C:6]([Cl:8])[CH:5]=[CH:4][C:3]=1[C:9]1[C:29](=[O:30])[N:28]([CH3:31])[C:12]2[N:13]([CH3:27])[C:14]3[C:19]([C:11]=2[CH:10]=1)=[CH:18][C:17]([C:20]1[N:21]=[C:22]([CH2:25][OH:26])[S:23][CH:24]=1)=[CH:16][CH:15]=3.[Cr](Cl)([O-])(=O)=O.[NH+]1C=CC=CC=1.